This data is from Full USPTO retrosynthesis dataset with 1.9M reactions from patents (1976-2016). The task is: Predict the reactants needed to synthesize the given product. (1) The reactants are: Cl[C:2]1[C:7]([C:8]#[N:9])=[C:6]([Cl:10])[N:5]=[C:4]([NH:11][CH2:12][CH2:13][OH:14])[N:3]=1.[NH2:15][CH2:16][CH:17]1[CH2:19][CH2:18]1.C(N(C(C)C)C(C)C)C. Given the product [Cl:10][C:6]1[C:7]([C:8]#[N:9])=[C:2]([NH:15][CH2:16][CH:17]2[CH2:19][CH2:18]2)[N:3]=[C:4]([NH:11][CH2:12][CH2:13][OH:14])[N:5]=1, predict the reactants needed to synthesize it. (2) Given the product [CH3:1][O:2][C:3](=[O:32])[C@@H:4]([NH:24][C:25]([N:27]1[CH2:30][CH:29]([O:31][C:33](=[O:40])[C:34]2[CH:39]=[CH:38][CH:37]=[CH:36][CH:35]=2)[CH2:28]1)=[S:26])[CH2:5][O:6][Si:7]([C:20]([CH3:23])([CH3:21])[CH3:22])([C:14]1[CH:19]=[CH:18][CH:17]=[CH:16][CH:15]=1)[C:8]1[CH:9]=[CH:10][CH:11]=[CH:12][CH:13]=1, predict the reactants needed to synthesize it. The reactants are: [CH3:1][O:2][C:3](=[O:32])[C@@H:4]([NH:24][C:25]([N:27]1[CH2:30][CH:29]([OH:31])[CH2:28]1)=[S:26])[CH2:5][O:6][Si:7]([C:20]([CH3:23])([CH3:22])[CH3:21])([C:14]1[CH:19]=[CH:18][CH:17]=[CH:16][CH:15]=1)[C:8]1[CH:13]=[CH:12][CH:11]=[CH:10][CH:9]=1.[C:33](O[C:33](=[O:40])[C:34]1[CH:39]=[CH:38][CH:37]=[CH:36][CH:35]=1)(=[O:40])[C:34]1[CH:39]=[CH:38][CH:37]=[CH:36][CH:35]=1. (3) Given the product [F:7][C:8]1[CH:9]=[C:10]([CH2:11][O:4][CH:2]([CH3:3])[CH3:1])[CH:13]=[C:14]([F:16])[CH:15]=1, predict the reactants needed to synthesize it. The reactants are: [CH3:1][CH:2]([OH:4])[CH3:3].[H-].[Na+].[F:7][C:8]1[CH:9]=[C:10]([CH:13]=[C:14]([F:16])[CH:15]=1)[CH2:11]Br. (4) Given the product [CH3:39][C:34]1([CH3:40])[C:35]([CH3:38])([CH3:37])[O:36][B:32]([C:2]2[CH:3]=[C:4]([CH:8]=[C:9]3[CH2:14][CH2:13][N:12]([C:15]([O:17][C:18]([CH3:21])([CH3:20])[CH3:19])=[O:16])[CH2:11][CH2:10]3)[CH:5]=[CH:6][CH:7]=2)[O:33]1, predict the reactants needed to synthesize it. The reactants are: Br[C:2]1[CH:3]=[C:4]([CH:8]=[C:9]2[CH2:14][CH2:13][N:12]([C:15]([O:17][C:18]([CH3:21])([CH3:20])[CH3:19])=[O:16])[CH2:11][CH2:10]2)[CH:5]=[CH:6][CH:7]=1.CN(C=O)C.C([O-])(=O)C.[K+].[B:32]1([B:32]2[O:36][C:35]([CH3:38])([CH3:37])[C:34]([CH3:40])([CH3:39])[O:33]2)[O:36][C:35]([CH3:38])([CH3:37])[C:34]([CH3:40])([CH3:39])[O:33]1. (5) The reactants are: Br[C:2]1[CH:27]=[CH:26][C:5]([CH2:6][O:7][CH2:8][C@@H:9]2[CH2:11][C@@H:10]2[CH:12]2[CH2:17][CH2:16][N:15]([C:18]3[N:23]=[CH:22][C:21]([CH2:24][CH3:25])=[CH:20][N:19]=3)[CH2:14][CH2:13]2)=[CH:4][CH:3]=1.[CH:28]1([S:31]([O-:33])=[O:32])[CH2:30][CH2:29]1.[Na+].CNCCNC. Given the product [CH:28]1([S:31]([C:2]2[CH:27]=[CH:26][C:5]([CH2:6][O:7][CH2:8][C@@H:9]3[CH2:11][C@@H:10]3[CH:12]3[CH2:17][CH2:16][N:15]([C:18]4[N:23]=[CH:22][C:21]([CH2:24][CH3:25])=[CH:20][N:19]=4)[CH2:14][CH2:13]3)=[CH:4][CH:3]=2)(=[O:33])=[O:32])[CH2:30][CH2:29]1, predict the reactants needed to synthesize it. (6) Given the product [C:1]([O:5][C@@H:6]([C:11]1[C:12]([CH3:33])=[N:13][C:14]2[N:15]([N:23]=[C:24]([C:26]3[CH:31]=[CH:30][CH:29]=[C:28]([Cl:32])[CH:27]=3)[CH:25]=2)[C:16]=1[CH:17]1[CH2:18][CH2:19][CH2:20][CH2:21][CH2:22]1)[C:7]([OH:9])=[O:8])([CH3:4])([CH3:3])[CH3:2], predict the reactants needed to synthesize it. The reactants are: [C:1]([O:5][C@@H:6]([C:11]1[C:12]([CH3:33])=[N:13][C:14]2[N:15]([N:23]=[C:24]([C:26]3[CH:31]=[CH:30][CH:29]=[C:28]([Cl:32])[CH:27]=3)[CH:25]=2)[C:16]=1[CH:17]1[CH2:22][CH2:21][CH2:20][CH2:19][CH2:18]1)[C:7]([O:9]C)=[O:8])([CH3:4])([CH3:3])[CH3:2].[OH-].[Na+].Cl. (7) Given the product [O:47]=[C:41]1[CH:40]([N:32]2[C:31](=[O:48])[C:30]3[C:35](=[CH:36][CH:37]=[CH:38][C:29]=3[CH2:28][NH:27][C:6](=[O:8])[C:5]3[CH:9]=[CH:10][CH:11]=[C:3]([C:2]([F:1])([F:13])[F:12])[CH:4]=3)[N:34]=[C:33]2[CH3:39])[CH2:45][CH2:44][C:43](=[O:46])[NH:42]1, predict the reactants needed to synthesize it. The reactants are: [F:1][C:2]([F:13])([F:12])[C:3]1[CH:4]=[C:5]([CH:9]=[CH:10][CH:11]=1)[C:6]([OH:8])=O.C(N1C=CN=C1)(N1C=CN=C1)=O.Cl.[NH2:27][CH2:28][C:29]1[CH:38]=[CH:37][CH:36]=[C:35]2[C:30]=1[C:31](=[O:48])[N:32]([CH:40]1[CH2:45][CH2:44][C:43](=[O:46])[NH:42][C:41]1=[O:47])[C:33]([CH3:39])=[N:34]2. (8) Given the product [C:98]1([CH:97]([C:104]2[CH:105]=[CH:106][CH:107]=[CH:108][CH:109]=2)[CH2:96][NH:95][C:68]2[N:67]=[C:66]([N:63]3[CH2:64][CH2:65][C@@H:61]([NH:60][C:118]([NH:117][CH2:116][C:111]4[CH:112]=[CH:113][CH:114]=[CH:115][N:110]=4)=[O:120])[CH2:62]3)[N:74]=[C:73]3[C:69]=2[N:70]=[CH:71][N:72]3[C@@H:75]2[CH2:79][C@H:78]([NH:80][C:81](=[O:92])[CH2:2][CH2:1][OH:8])[C@@H:77]([OH:93])[C@H:76]2[OH:94])[CH:99]=[CH:100][CH:101]=[CH:102][CH:103]=1, predict the reactants needed to synthesize it. The reactants are: [CH2:1]([O:8][C@H](C)C(N[C@H]1C[C@@H](N2C=NC3C2=NC(N2CC[C@@H](NC(NC4C=NC=CC=4)=O)C2)=NC=3NCC(C2C=CC=CC=2)C2C=CC=CC=2)[C@H](O)[C@@H]1O)=O)[C:2]1C=CC=CC=1.[NH2:60][C@@H:61]1[CH2:65][CH2:64][N:63]([C:66]2[N:74]=[C:73]3[C:69]([N:70]=[CH:71][N:72]3[C@@H:75]3[CH2:79][C@H:78]([NH:80][C:81](=[O:92])[C@H](OCC4C=CC=CC=4)C)[C@@H:77]([OH:93])[C@H:76]3[OH:94])=[C:68]([NH:95][CH2:96][CH:97]([C:104]3[CH:109]=[CH:108][CH:107]=[CH:106][CH:105]=3)[C:98]3[CH:103]=[CH:102][CH:101]=[CH:100][CH:99]=3)[N:67]=2)[CH2:62]1.[N:110]1[CH:115]=[CH:114][CH:113]=[CH:112][C:111]=1[CH2:116][NH:117][C:118](=[O:120])O.C1(OC(=O)NC2C=NC=CC=2)C=CC=CC=1. (9) The reactants are: [Br:1][C:2]1[C:3]([NH:13][C:14]([N:16]2[CH:21]=[CH:20][C:19](=[O:22])[CH2:18][C@H:17]2[C:23]2[CH:28]=[CH:27][C:26]([F:29])=[CH:25][CH:24]=2)=[O:15])=[CH:4][C:5]([O:11][CH3:12])=[C:6]([CH:10]=1)[C:7](O)=[O:8].C[N:31](C)C=O.C(Cl)(=O)C(Cl)=O.N. Given the product [Br:1][C:2]1[C:3]([NH:13][C:14]([N:16]2[CH:21]=[CH:20][C:19](=[O:22])[CH2:18][C@H:17]2[C:23]2[CH:28]=[CH:27][C:26]([F:29])=[CH:25][CH:24]=2)=[O:15])=[CH:4][C:5]([O:11][CH3:12])=[C:6]([CH:10]=1)[C:7]([NH2:31])=[O:8], predict the reactants needed to synthesize it.